From a dataset of Full USPTO retrosynthesis dataset with 1.9M reactions from patents (1976-2016). Predict the reactants needed to synthesize the given product. (1) Given the product [NH2:11][C@H:7]([C:8]([OH:10])=[O:9])[CH2:6][CH2:5][C:3]([NH:21][CH2:19][CH3:20])=[O:4], predict the reactants needed to synthesize it. The reactants are: CO[C:3]([CH2:5][CH2:6][C@H:7]([NH2:11])[C:8]([OH:10])=[O:9])=[O:4].C(CC(=O)C)(=O)C.[CH2:19]([N:21](CC)CC)[CH3:20].C(N)C. (2) Given the product [N:8]1[C:9]2[C:4](=[CH:3][CH:2]=[CH:11][CH:10]=2)[CH:5]=[CH:6][CH:7]=1, predict the reactants needed to synthesize it. The reactants are: N[C:2]1[CH:3]=[C:4]2[C:9](=[CH:10][C:11]=1OC)[NH:8][C:7](=O)[CH:6]=[C:5]2C(F)(F)F.[F-].[Cs+].C(I)(C)C. (3) Given the product [Cl:5][CH2:6][CH2:7][C:8]1[CH:16]=[CH:15][C:11]([C:12]([O:14][CH2:22][CH3:23])=[O:13])=[CH:10][CH:9]=1, predict the reactants needed to synthesize it. The reactants are: S(Cl)(Cl)=O.[Cl:5][CH2:6][CH2:7][C:8]1[CH:16]=[CH:15][C:11]([C:12]([OH:14])=[O:13])=[CH:10][CH:9]=1.C(=O)([O-])O.[Na+].[CH2:22](O)[CH3:23]. (4) Given the product [Cl:17][C:18]1[CH:23]=[CH:22][CH:21]=[CH:20][C:19]=1[C:2]1[C:10]2[C:5](=[CH:6][N:7]=[C:8]([C:11]3[O:12][C:13]([CH3:16])=[N:14][N:15]=3)[CH:9]=2)[O:4][CH:3]=1, predict the reactants needed to synthesize it. The reactants are: Br[C:2]1[C:10]2[C:5](=[CH:6][N:7]=[C:8]([C:11]3[O:12][C:13]([CH3:16])=[N:14][N:15]=3)[CH:9]=2)[O:4][CH:3]=1.[Cl:17][C:18]1[CH:23]=[CH:22][CH:21]=[CH:20][C:19]=1B(O)O. (5) Given the product [C:45]([O:44][C:42]([N:21]([C:19]([O:18][C:14]([CH3:17])([CH3:16])[CH3:15])=[O:20])[C:22]1[N:27]=[CH:26][C:25]([C:28]2[CH:33]=[C:32]([O:34][C:35]3[CH:40]=[CH:39][C:38]([NH:41][C:9]([NH:5][C:3](=[O:4])[C:2]([CH3:7])([CH3:6])[CH3:1])=[O:10])=[N:37][CH:36]=3)[CH:31]=[CH:30][N:29]=2)=[CH:24][CH:23]=1)=[O:43])([CH3:48])([CH3:47])[CH3:46], predict the reactants needed to synthesize it. The reactants are: [CH3:1][C:2]([CH3:7])([CH3:6])[C:3]([NH2:5])=[O:4].C(Cl)(=O)[C:9](Cl)=[O:10].[C:14]([O:18][C:19]([N:21]([C:42]([O:44][C:45]([CH3:48])([CH3:47])[CH3:46])=[O:43])[C:22]1[N:27]=[CH:26][C:25]([C:28]2[CH:33]=[C:32]([O:34][C:35]3[CH:36]=[N:37][C:38]([NH2:41])=[CH:39][CH:40]=3)[CH:31]=[CH:30][N:29]=2)=[CH:24][CH:23]=1)=[O:20])([CH3:17])([CH3:16])[CH3:15]. (6) The reactants are: [CH3:1][C:2]1[CH:7]=[CH:6][C:5]([S:8]([O:11][CH2:12][C@H:13]([O:16][C:17]2[C:22]([CH:23]=CC)=[CH:21][CH:20]=[C:19]([F:26])[C:18]=2[C:27]2[CH:32]=[CH:31][C:30]([Cl:33])=[CH:29][C:28]=2[Cl:34])[CH:14]=C)(=[O:10])=[O:9])=[CH:4][CH:3]=1. Given the product [CH3:1][C:2]1[CH:7]=[CH:6][C:5]([S:8]([O:11][CH2:12][C@H:13]2[CH:14]=[CH:23][C:22]3[C:17](=[C:18]([C:27]4[CH:32]=[CH:31][C:30]([Cl:33])=[CH:29][C:28]=4[Cl:34])[C:19]([F:26])=[CH:20][CH:21]=3)[O:16]2)(=[O:10])=[O:9])=[CH:4][CH:3]=1, predict the reactants needed to synthesize it. (7) Given the product [C:5]([O:4][C:2]([N:9]1[CH2:10][CH:11]([C:14]2[CH:19]=[C:18]([F:20])[C:17]([NH2:21])=[C:16]([F:22])[CH:15]=2)[CH2:12]1)=[O:3])([CH3:8])([CH3:7])[CH3:6], predict the reactants needed to synthesize it. The reactants are: [I-].[C:2]([N:9]1[CH2:12][CH2:11][CH2:10]1)([O:4][C:5]([CH3:8])([CH3:7])[CH3:6])=[O:3].Br[C:14]1[CH:19]=[C:18]([F:20])[C:17]([NH2:21])=[C:16]([F:22])[CH:15]=1.